Predict the reaction yield, written as a fraction of the theoretical maximum amount of product (1.0 means a 100% yield; for example, 0.34 means a 34% yield). From a dataset of Reaction yield outcomes from USPTO patents with 853,638 reactions. (1) The product is [CH2:1]([O:8][C:9]1[CH:14]=[CH:13][N:12]=[CH:11][C:10]=1[NH2:15])[C:2]1[CH:3]=[CH:4][CH:5]=[CH:6][CH:7]=1. The yield is 0.807. The reactants are [CH2:1]([O:8][C:9]1[CH:14]=[CH:13][N:12]=[CH:11][C:10]=1[N+:15]([O-])=O)[C:2]1[CH:7]=[CH:6][CH:5]=[CH:4][CH:3]=1.[NH4+].[Cl-].C1COCC1.O. The catalyst is CO.[Fe]. (2) The reactants are N[C:2]1[C:11]([F:12])=[CH:10][C:9]([N:13]([C:18]2[C:37]([CH:38]3[CH2:40][CH2:39]3)=[CH:36][C:21]3[C:22]([C:32](=[O:35])[NH:33][CH3:34])=[C:23]([C:25]4[CH:30]=[CH:29][C:28]([F:31])=[CH:27][CH:26]=4)[O:24][C:20]=3[CH:19]=2)[S:14]([CH3:17])(=[O:16])=[O:15])=[CH:8][C:3]=1[C:4]([O:6][CH3:7])=[O:5].N([O-])=O.[Na+].S(=O)(=O)(O)[O-].[Na+].C([O-])(O)=O.[Na+].[BrH:56]. The product is [Br:56][C:2]1[C:11]([F:12])=[CH:10][C:9]([N:13]([C:18]2[C:37]([CH:38]3[CH2:40][CH2:39]3)=[CH:36][C:21]3[C:22]([C:32](=[O:35])[NH:33][CH3:34])=[C:23]([C:25]4[CH:30]=[CH:29][C:28]([F:31])=[CH:27][CH:26]=4)[O:24][C:20]=3[CH:19]=2)[S:14]([CH3:17])(=[O:16])=[O:15])=[CH:8][C:3]=1[C:4]([O:6][CH3:7])=[O:5]. The catalyst is C(#N)C.O.CCOC(C)=O.[Cu]Br. The yield is 0.640. (3) The reactants are [C:1]([O:5][C:6]1[CH:11]=[CH:10][CH:9]=[CH:8][C:7]=1[CH2:12][OH:13])([CH3:4])([CH3:3])[CH3:2]. The yield is 0.700. The product is [C:1]([O:5][C:6]1[CH:11]=[CH:10][CH:9]=[CH:8][C:7]=1[CH:12]=[O:13])([CH3:4])([CH3:2])[CH3:3]. The catalyst is C(Cl)Cl.O=[Mn]=O. (4) The reactants are [OH:1][C:2]1[CH:7]=[CH:6][C:5]([C:8]2[O:9][C:10]3[CH:19]=[CH:18][C:17]([NH:20][C:21](=[O:23])[CH3:22])=[CH:16][C:11]=3[C:12](=[O:15])[C:13]=2[OH:14])=[CH:4][CH:3]=1. The catalyst is C(Cl)(Cl)Cl.CO. The product is [OH:1][C:2]1[CH:3]=[CH:4][C:5]([C:8]2[O:9][C:10]3[CH:19]=[CH:18][C:17]([NH:20][C:21](=[O:23])[CH3:22])=[CH:16][C:11]=3[C:12](=[O:15])[C:13]=2[O:14][CH2:8][C:5]2[CH:6]=[CH:7][CH:2]=[CH:3][CH:4]=2)=[CH:6][CH:7]=1. The yield is 0.840. (5) The reactants are [SH:1][CH2:2][CH2:3][C:4]([OH:6])=[O:5].[F:7][C:8]([F:12])([F:11])[CH:9]=[CH2:10]. The catalyst is C1(C)C=CC=CC=1. The product is [F:7][C:8]([F:12])([F:11])[CH2:9][CH2:10][S:1][CH2:2][CH2:3][C:4]([OH:6])=[O:5]. The yield is 0.760.